Predict the product of the given reaction. From a dataset of Forward reaction prediction with 1.9M reactions from USPTO patents (1976-2016). (1) Given the reactants Cl[C:2]1[CH:7]=[C:6]([C:8]2[CH:16]=[CH:15][CH:14]=[C:13]3[C:9]=2[CH:10]=[N:11][NH:12]3)[N:5]=[C:4]2[N:17]([CH3:20])[N:18]=[CH:19][C:3]=12.[CH3:21][S:22][CH2:23][CH2:24][CH2:25][NH2:26], predict the reaction product. The product is: [NH:12]1[C:13]2[C:9](=[C:8]([C:6]3[N:5]=[C:4]4[N:17]([CH3:20])[N:18]=[CH:19][C:3]4=[C:2]([NH:26][CH2:25][CH2:24][CH2:23][S:22][CH3:21])[CH:7]=3)[CH:16]=[CH:15][CH:14]=2)[CH:10]=[N:11]1. (2) Given the reactants [O:1]=[C:2]1[N:8]([CH:9]2[CH2:14][CH2:13][N:12]([C:15]([O:17][C@@H:18]([C:36]([O:38][CH3:39])=[O:37])[CH2:19][C:20]3[CH:25]=[CH:24][C:23]([O:26]COCC[Si](C)(C)C)=[C:22]([Br:35])[CH:21]=3)=[O:16])[CH2:11][CH2:10]2)[CH2:7][CH2:6][C:5]2[CH:40]=[CH:41][CH:42]=[CH:43][C:4]=2[NH:3]1.S(=O)(=O)(O)O, predict the reaction product. The product is: [O:1]=[C:2]1[N:8]([CH:9]2[CH2:14][CH2:13][N:12]([C:15]([O:17][C@@H:18]([C:36]([O:38][CH3:39])=[O:37])[CH2:19][C:20]3[CH:25]=[CH:24][C:23]([OH:26])=[C:22]([Br:35])[CH:21]=3)=[O:16])[CH2:11][CH2:10]2)[CH2:7][CH2:6][C:5]2[CH:40]=[CH:41][CH:42]=[CH:43][C:4]=2[NH:3]1. (3) Given the reactants [C:1]([C:5]1[CH:6]=[C:7]([NH:27][S:28]([CH3:31])(=[O:30])=[O:29])[C:8]([O:25][CH3:26])=[C:9]([NH:11][C:12]([C:14]2[N:15]([CH3:24])[C:16]3[C:21]([CH:22]=2)=[CH:20][CH:19]=[CH:18][C:17]=3Br)=[O:13])[CH:10]=1)([CH3:4])([CH3:3])[CH3:2].C(N(CC)CC)C.[C]=O.[C:41]([O:44][CH2:45]C)(=[O:43])C, predict the reaction product. The product is: [C:1]([C:5]1[CH:6]=[C:7]([NH:27][S:28]([CH3:31])(=[O:30])=[O:29])[C:8]([O:25][CH3:26])=[C:9]([NH:11][C:12]([C:14]2[N:15]([CH3:24])[C:16]3[C:21]([CH:22]=2)=[CH:20][CH:19]=[CH:18][C:17]=3[C:41]([O:44][CH3:45])=[O:43])=[O:13])[CH:10]=1)([CH3:4])([CH3:3])[CH3:2]. (4) Given the reactants [CH:1](O)=[O:2].C(OC(=O)C)(=O)C.[CH2:11]([CH:18]1[CH2:22][O:21][C:20](=[O:23])[N:19]1[C:24](=[O:41])[CH:25]([CH2:35][CH:36]1[CH2:40][CH2:39][CH2:38][CH2:37]1)[CH2:26][NH:27][O:28][CH:29]1[CH2:34][CH2:33][CH2:32][CH2:31][O:30]1)[C:12]1[CH:17]=[CH:16][CH:15]=[CH:14][CH:13]=1.CCN(CC)CC, predict the reaction product. The product is: [CH2:11]([CH:18]1[CH2:22][O:21][C:20](=[O:23])[N:19]1[C:24](=[O:41])[CH:25]([CH2:35][CH:36]1[CH2:37][CH2:38][CH2:39][CH2:40]1)[CH2:26][N:27]([O:28][CH:29]1[CH2:34][CH2:33][CH2:32][CH2:31][O:30]1)[CH:1]=[O:2])[C:12]1[CH:13]=[CH:14][CH:15]=[CH:16][CH:17]=1. (5) Given the reactants [CH3:1][C:2]1[CH2:3][N:4]([C:8]2[CH:9]=[C:10]([CH:16]=[CH:17][CH:18]=2)[C:11]([O:13][CH2:14][CH3:15])=[O:12])[CH2:5][C:6]=1[CH3:7].[OH2:19].C[N+]1([O-])CC[O:24]CC1, predict the reaction product. The product is: [OH:19][C:6]1([CH3:7])[C:2]([OH:24])([CH3:1])[CH2:3][N:4]([C:8]2[CH:9]=[C:10]([CH:16]=[CH:17][CH:18]=2)[C:11]([O:13][CH2:14][CH3:15])=[O:12])[CH2:5]1. (6) Given the reactants [N:1]1[C:10]2[C:5](=[CH:6][CH:7]=[CH:8][CH:9]=2)[N:4]=[CH:3][C:2]=1[CH:11]=O.[C:13]([C:16]1[CH:24]=[CH:23][C:19]([C:20]([OH:22])=[O:21])=[CH:18][CH:17]=1)(=[O:15])[CH3:14].[OH-].[Na+].Cl, predict the reaction product. The product is: [N:1]1[C:10]2[C:5](=[CH:6][CH:7]=[CH:8][CH:9]=2)[N:4]=[CH:3][C:2]=1[CH:11]=[CH:14][C:13]([C:16]1[CH:24]=[CH:23][C:19]([C:20]([OH:22])=[O:21])=[CH:18][CH:17]=1)=[O:15]. (7) Given the reactants [C:1]([O:5][C:6]([N:8]1[CH2:13][CH2:12][CH:11]([OH:14])[CH:10]([CH2:15]OS(C2C=CC(C)=CC=2)(=O)=O)[CH2:9]1)=[O:7])([CH3:4])([CH3:3])[CH3:2].[N-:27]=[N+:28]=[N-:29].[Na+], predict the reaction product. The product is: [C:1]([O:5][C:6]([N:8]1[CH2:13][CH2:12][CH:11]([OH:14])[CH:10]([CH2:15][N:27]=[N+:28]=[N-:29])[CH2:9]1)=[O:7])([CH3:4])([CH3:3])[CH3:2].